This data is from Forward reaction prediction with 1.9M reactions from USPTO patents (1976-2016). The task is: Predict the product of the given reaction. (1) The product is: [CH:1]([C@:4]1([C:17]([N:19]2[CH2:20][CH2:21][N:22]([C:25]3[CH:30]=[C:29]([C:31]([F:34])([F:32])[F:33])[CH:28]=[C:27]([CH3:35])[N:26]=3)[CH2:23][CH2:24]2)=[O:18])[CH2:8][CH2:7][C@@H:6]([NH2:9])[CH2:5]1)([CH3:3])[CH3:2]. Given the reactants [CH:1]([C@:4]1([C:17]([N:19]2[CH2:24][CH2:23][N:22]([C:25]3[CH:30]=[C:29]([C:31]([F:34])([F:33])[F:32])[CH:28]=[C:27]([CH3:35])[N:26]=3)[CH2:21][CH2:20]2)=[O:18])[CH2:8][CH2:7][C@@H:6]([NH:9]C(=O)OC(C)(C)C)[CH2:5]1)([CH3:3])[CH3:2].O1CCOCC1, predict the reaction product. (2) Given the reactants [O:1]=[C:2]1[N:7]([CH2:8][C:9]2[CH:14]=[CH:13][CH:12]=[CH:11][CH:10]=2)[C:6]([C:15]2[CH:20]=[CH:19][CH:18]=[CH:17][CH:16]=2)=[N:5][CH:4]=[C:3]1[C:21]([OH:23])=[O:22].C(Cl)(=O)C(Cl)=O.O[C:31]1[N:35]([CH2:36][CH3:37])[N:34]=[CH:33][CH:32]=1.C(N(CC)CC)C.[Cl-].[NH4+], predict the reaction product. The product is: [O:1]=[C:2]1[N:7]([CH2:8][C:9]2[CH:14]=[CH:13][CH:12]=[CH:11][CH:10]=2)[C:6]([C:15]2[CH:16]=[CH:17][CH:18]=[CH:19][CH:20]=2)=[N:5][CH:4]=[C:3]1[C:21]([O:23][C:31]1[N:35]([CH2:36][CH3:37])[N:34]=[CH:33][CH:32]=1)=[O:22]. (3) Given the reactants [Li+].CC([N-]C(C)C)C.[Br:9][C:10]1[CH:11]=[N:12][CH:13]=[C:14]([F:16])[CH:15]=1.[C:17]([O:21][C:22](O[C:22]([O:21][C:17]([CH3:20])([CH3:19])[CH3:18])=[O:23])=[O:23])([CH3:20])([CH3:19])[CH3:18].[Cl-].[NH4+], predict the reaction product. The product is: [C:17]([O:21][C:22](=[O:23])[C:15]1[C:14]([F:16])=[CH:13][N:12]=[CH:11][C:10]=1[Br:9])([CH3:20])([CH3:19])[CH3:18]. (4) Given the reactants I[C:2]1[CH:3]=[C:4]([CH:6]=[CH:7][CH:8]=1)[NH2:5].[F:9][C:10]([F:21])([F:20])[C:11]1[CH:16]=[CH:15][C:14](B(O)O)=[CH:13][CH:12]=1.C(=O)([O-])[O-].[Na+].[Na+], predict the reaction product. The product is: [F:9][C:10]([F:21])([F:20])[C:11]1[CH:16]=[CH:15][C:14]([C:2]2[CH:8]=[CH:7][CH:6]=[C:4]([NH2:5])[CH:3]=2)=[CH:13][CH:12]=1.